From a dataset of Forward reaction prediction with 1.9M reactions from USPTO patents (1976-2016). Predict the product of the given reaction. (1) Given the reactants Br[C:2]12[CH2:11][C:6]3([CH3:12])[CH2:7][CH:8]([CH2:10][C:4]([CH3:13])([CH2:5]3)[CH2:3]1)[CH2:9]2.[NH2:14]C(N)=O.P(=O)(O)(O)O.[OH-].[K+], predict the reaction product. The product is: [NH2:14][C:2]12[CH2:11][C:6]3([CH3:12])[CH2:7][CH:8]([CH2:10][C:4]([CH3:13])([CH2:5]3)[CH2:3]1)[CH2:9]2. (2) The product is: [OH:20][CH2:19][C:1]1([C:6]([OH:8])=[O:7])[CH2:5][CH2:4][CH2:3][CH2:2]1. Given the reactants [CH:1]1([C:6]([OH:8])=[O:7])[CH2:5][CH2:4][CH2:3][CH2:2]1.[Li+].CC([N-]C(C)C)C.C1C[O:20][CH2:19]C1, predict the reaction product. (3) Given the reactants [F:1][C:2]1[C:3]([O:21][CH3:22])=[C:4]([CH:8]([CH:18]([CH3:20])[CH3:19])[CH2:9][C:10]([OH:17])([C:13]([F:16])([F:15])[F:14])[CH:11]=O)[CH:5]=[CH:6][CH:7]=1.[NH2:23][C:24]1[CH:33]=[CH:32][CH:31]=[C:30]2[C:25]=1[CH:26]=[CH:27][C:28]([CH3:34])=[N:29]2, predict the reaction product. The product is: [F:1][C:2]1[C:3]([O:21][CH3:22])=[C:4]([CH:8]([CH:18]([CH3:20])[CH3:19])[CH2:9][C:10]([C:13]([F:15])([F:14])[F:16])([OH:17])[CH:11]=[N:23][C:24]2[CH:33]=[CH:32][CH:31]=[C:30]3[C:25]=2[CH:26]=[CH:27][C:28]([CH3:34])=[N:29]3)[CH:5]=[CH:6][CH:7]=1.